From a dataset of Reaction yield outcomes from USPTO patents with 853,638 reactions. Predict the reaction yield, written as a fraction of the theoretical maximum amount of product (1.0 means a 100% yield; for example, 0.34 means a 34% yield). (1) The reactants are [C:1]([O:5][C:6](=[O:18])[NH:7][C:8]1[C:13](I)=[CH:12][C:11]([C:15]#[N:16])=[CH:10][C:9]=1[Br:17])([CH3:4])([CH3:3])[CH3:2].[CH2:19]([O:21][CH:22]([O:25][CH2:26][CH3:27])[C:23]#[CH:24])[CH3:20].C(N(CC)CC)C.N1CCCN2CCCCCC=12. The catalyst is [Cu]I.C1C=CC(P(C2C=CC=CC=2)C2C=CC=CC=2)=CC=1.C1C=CC(P(C2C=CC=CC=2)C2C=CC=CC=2)=CC=1.Cl[Pd]Cl.O.CN(C=O)C. The product is [C:1]([O:5][C:6]([N:7]1[C:8]2[C:13](=[CH:12][C:11]([C:15]#[N:16])=[CH:10][C:9]=2[Br:17])[CH:24]=[C:23]1[CH:22]([O:25][CH2:26][CH3:27])[O:21][CH2:19][CH3:20])=[O:18])([CH3:4])([CH3:3])[CH3:2]. The yield is 0.640. (2) The reactants are [NH3:1].C[O:3][C:4](=O)[C:5]1[CH:10]=[C:9]([Br:11])[CH:8]=[CH:7][C:6]=1[CH2:12]Br. The catalyst is CO. The product is [Br:11][C:9]1[CH:10]=[C:5]2[C:6]([CH2:12][NH:1][C:4]2=[O:3])=[CH:7][CH:8]=1. The yield is 0.670. (3) The reactants are [Br:1][C:2]1[CH:6]=[CH:5][S:4][C:3]=1[CH:7]=O.Cl.[NH2:10][OH:11].[OH-].[Na+]. The catalyst is C(O)C.O. The product is [Br:1][C:2]1[CH:6]=[CH:5][S:4][C:3]=1[CH:7]=[N:10][OH:11]. The yield is 0.670. (4) The yield is 0.350. The reactants are [C:1]([O:5][C:6]([N:8]1[CH2:12][CH:11]([C:13]#[N:14])[CH2:10][CH:9]1[C:15](=O)[NH:16][CH2:17][C:18]([C:20]1[CH:25]=[CH:24][C:23]([Br:26])=[CH:22][CH:21]=1)=O)=[O:7])([CH3:4])([CH3:3])[CH3:2].C(O)(=O)C.[NH3:32]. The product is [C:1]([O:5][C:6]([N:8]1[CH2:12][CH:11]([C:13]#[N:14])[CH2:10][CH:9]1[C:15]1[NH:32][C:18]([C:20]2[CH:25]=[CH:24][C:23]([Br:26])=[CH:22][CH:21]=2)=[CH:17][N:16]=1)=[O:7])([CH3:4])([CH3:3])[CH3:2]. The catalyst is C1(C)C(C)=CC=CC=1.